Predict the reactants needed to synthesize the given product. From a dataset of Full USPTO retrosynthesis dataset with 1.9M reactions from patents (1976-2016). (1) Given the product [Cl:17][C:18]1[C:19]([OH:25])=[CH:20][C:21]([OH:22])=[C:23]([C:14](=[O:16])[CH2:13][C:10]2[CH:9]=[CH:8][C:7]([O:6][CH2:5][CH2:4][CH2:3][C:1]#[N:2])=[CH:12][CH:11]=2)[CH:24]=1, predict the reactants needed to synthesize it. The reactants are: [C:1]([CH2:3][CH2:4][CH2:5][O:6][C:7]1[CH:12]=[CH:11][C:10]([CH2:13][C:14]([OH:16])=O)=[CH:9][CH:8]=1)#[N:2].[Cl:17][C:18]1[CH:24]=[CH:23][C:21]([OH:22])=[CH:20][C:19]=1[OH:25].B(F)(F)F.CCOCC. (2) Given the product [CH3:22][O:21][C:19](=[O:20])[C:18](=[CH:10][C:9]1[CH:12]=[CH:13][C:6]([F:5])=[CH:7][CH:8]=1)[CH:17]([CH3:23])[C:16]([OH:24])=[O:15], predict the reactants needed to synthesize it. The reactants are: CO.[H-].[Na+].[F:5][C:6]1[CH:13]=[CH:12][C:9]([CH:10]=O)=[CH:8][CH:7]=1.C[O:15][C:16](=[O:24])[CH:17]([CH3:23])[CH2:18][C:19]([O:21][CH3:22])=[O:20]. (3) The reactants are: [C:1]1([C:7](=O)[CH2:8][C:9]2[CH:14]=[CH:13][CH:12]=[CH:11][CH:10]=2)[CH:6]=[CH:5][CH:4]=[CH:3][CH:2]=1.[CH2:16]([O:18][C:19]1[CH:20]=[C:21]([CH:24]=[C:25]([N+:28]([O-:30])=[O:29])[C:26]=1[OH:27])[CH:22]=O)[CH3:17].[CH3:31][NH:32][C:33]([NH:35][CH3:36])=[O:34]. Given the product [CH2:16]([O:18][C:19]1[CH:20]=[C:21]([CH:22]2[C:8]([C:9]3[CH:14]=[CH:13][CH:12]=[CH:11][CH:10]=3)=[C:7]([C:1]3[CH:6]=[CH:5][CH:4]=[CH:3][CH:2]=3)[N:35]([CH3:36])[C:33](=[O:34])[N:32]2[CH3:31])[CH:24]=[C:25]([N+:28]([O-:30])=[O:29])[C:26]=1[OH:27])[CH3:17], predict the reactants needed to synthesize it. (4) Given the product [Cl:1][C:2]1[N:7]=[C:6]([NH:19][C:16]2[CH:15]=[C:14]([CH3:13])[NH:18][N:17]=2)[C:5]([C:9]([F:12])([F:11])[F:10])=[CH:4][N:3]=1, predict the reactants needed to synthesize it. The reactants are: [Cl:1][C:2]1[N:7]=[C:6](Cl)[C:5]([C:9]([F:12])([F:11])[F:10])=[CH:4][N:3]=1.[CH3:13][C:14]1[NH:18][N:17]=[C:16]([NH2:19])[CH:15]=1.C(=O)([O-])[O-].[Na+].[Na+].